From a dataset of Serine/threonine kinase 33 screen with 319,792 compounds. Binary Classification. Given a drug SMILES string, predict its activity (active/inactive) in a high-throughput screening assay against a specified biological target. (1) The compound is S=c1n(c(=O)c2c([nH]1)cc(C(=O)N1CCN(CC1)CC)cc2)Cc1c(OC)cccc1. The result is 0 (inactive). (2) The drug is Fc1ccc(N2CCN(C(=O)C3CN(C(=O)C3)c3ccccc3)CC2)cc1. The result is 0 (inactive). (3) The compound is s1c(C(=O)N(CC(=O)NC2CCCC2)c2cc(OC)c(OC)cc2)ccc1C. The result is 0 (inactive). (4) The molecule is o1nc2c3c(c(NCCCn4ccnc4)cc2)C(=O)c2c(c13)cccc2. The result is 1 (active). (5) The compound is Brc1oc(C(=O)NCC(=O)NCc2ccc(cc2)C)cc1. The result is 0 (inactive). (6) The drug is O=C(NC1C(C(CCC1)C)C)C1CN(C(=O)C1)Cc1ccccc1. The result is 0 (inactive). (7) The drug is Fc1c(N\N=C\c2ccncc2)ccc(F)c1. The result is 0 (inactive). (8) The drug is Clc1cc(C(=N\NCCC#N)/Cc2[nH]c3c(n2)cccc3)ccc1. The result is 0 (inactive). (9) The drug is S(=O)(=O)(N(CC1Oc2c(CC(=O)N(CC1C)C(CO)C)cc(NS(=O)(=O)c1ccccc1)cc2)C)c1sccc1. The result is 0 (inactive).